This data is from TCR-epitope binding with 47,182 pairs between 192 epitopes and 23,139 TCRs. The task is: Binary Classification. Given a T-cell receptor sequence (or CDR3 region) and an epitope sequence, predict whether binding occurs between them. (1) The TCR CDR3 sequence is CASSRDRGTSNQPQHF. Result: 1 (the TCR binds to the epitope). The epitope is QECVRGTTVL. (2) The epitope is RILGAGCFV. The TCR CDR3 sequence is CASSLTGRASGSVQEQFF. Result: 0 (the TCR does not bind to the epitope). (3) The epitope is ALSKGVHFV. The TCR CDR3 sequence is CASSGTSGPLGEETQYF. Result: 1 (the TCR binds to the epitope). (4) The epitope is GTITVEELK. The TCR CDR3 sequence is CSVMLANQETQYF. Result: 0 (the TCR does not bind to the epitope). (5) The epitope is KPLEFGATSAAL. The TCR CDR3 sequence is CASSWGFGTEAFF. Result: 0 (the TCR does not bind to the epitope).